Dataset: Full USPTO retrosynthesis dataset with 1.9M reactions from patents (1976-2016). Task: Predict the reactants needed to synthesize the given product. (1) The reactants are: [C:1]([O:9][CH2:10][CH3:11])(=[O:8])[CH2:2][C:3]([O:5][CH2:6][CH3:7])=[O:4].[H-].[Na+].C(O[CH:17]([NH:22][C:23]1[CH:28]=[CH:27][CH:26]=[CH:25][CH:24]=1)[C:18]([F:21])([F:20])[F:19])C.Cl. Given the product [F:19][C:18]([F:20])([F:21])[CH:17]([CH:2]([C:3]([O:5][CH2:6][CH3:7])=[O:4])[C:1]([O:9][CH2:10][CH3:11])=[O:8])[NH:22][C:23]1[CH:28]=[CH:27][CH:26]=[CH:25][CH:24]=1, predict the reactants needed to synthesize it. (2) Given the product [F:1][C:2]1[CH:9]=[CH:8][CH:7]=[C:6]([F:10])[C:3]=1[CH2:4][NH:14][CH2:13][CH2:11][OH:12], predict the reactants needed to synthesize it. The reactants are: [F:1][C:2]1[CH:9]=[CH:8][CH:7]=[C:6]([F:10])[C:3]=1[CH2:4]Br.[CH2:11]([CH2:13][NH2:14])[OH:12]. (3) Given the product [C:46]([O:45][C:43]([N:41]1[CH2:42][CH:39]([C:37]([C:7]2[CH:8]=[C:9]3[C:14](=[CH:15][CH:16]=2)[N:13]=[C:12]([O:17][CH3:18])[C:11]([CH2:19][N:20]2[CH2:25][CH2:24][CH:23]([C:26]([F:28])([F:27])[F:29])[CH2:22][CH2:21]2)=[C:10]3[Cl:30])([OH:38])[C:36]2[N:32]([CH3:31])[N:33]=[N:34][CH:35]=2)[CH2:40]1)=[O:44])([CH3:49])([CH3:48])[CH3:47], predict the reactants needed to synthesize it. The reactants are: C([Li])CCC.Br[C:7]1[CH:8]=[C:9]2[C:14](=[CH:15][CH:16]=1)[N:13]=[C:12]([O:17][CH3:18])[C:11]([CH2:19][N:20]1[CH2:25][CH2:24][CH:23]([C:26]([F:29])([F:28])[F:27])[CH2:22][CH2:21]1)=[C:10]2[Cl:30].[CH3:31][N:32]1[C:36]([C:37]([CH:39]2[CH2:42][N:41]([C:43]([O:45][C:46]([CH3:49])([CH3:48])[CH3:47])=[O:44])[CH2:40]2)=[O:38])=[CH:35][N:34]=[N:33]1. (4) Given the product [OH:23][C@H:18]([CH2:19][C:20](=[O:22])[CH3:21])[C:17]([N:14]1[CH2:13][CH2:12][N:11]([C:9]2[C:35]3[C:30](=[CH:31][C:32]([CH3:36])=[CH:33][CH:34]=3)[N:29]=[C:28]([C:37]3[CH:42]=[CH:41][CH:40]=[CH:39][C:38]=3[OH:43])[N:27]=2)[CH2:16][CH2:15]1)=[O:24], predict the reactants needed to synthesize it. The reactants are: C(O[C:9]([N:11]1[CH2:16][CH2:15][N:14]([C:17](=[O:24])[C@H:18]([OH:23])[CH2:19][C:20](=[O:22])[CH3:21])[CH2:13][CH2:12]1)=O)C1C=CC=CC=1.ClC1[C:35]2[C:30](=[CH:31][C:32]([CH3:36])=[CH:33][CH:34]=2)[N:29]=[C:28]([C:37]2[CH:42]=[CH:41][CH:40]=[CH:39][C:38]=2[OH:43])[N:27]=1.C(N(CC)CC)C. (5) Given the product [C:26]([C:17]1[C:16]([OH:15])=[C:21]([C:22](=[O:23])[CH3:2])[CH:20]=[C:19]([CH3:25])[CH:18]=1)(=[O:28])[CH3:27], predict the reactants needed to synthesize it. The reactants are: O=[C:2](C1C=CN=CC=1)CC(OCC)=O.[OH:15][C:16]1[C:21]([CH2:22][O:23]C)=[CH:20][C:19]([CH3:25])=[CH:18][C:17]=1[C:26](=[O:28])[CH3:27].CC(C)([O-])C.[K+]. (6) Given the product [O:11]=[C:12]1[CH2:13][CH2:14][N:15]([C:18]([O:20][C:21]([CH3:24])([CH3:23])[CH3:22])=[O:19])[CH2:16][CH:17]1[C:30](=[O:38])[CH2:31][CH2:32][CH:33]1[CH2:37][CH2:36][CH2:35][O:34]1, predict the reactants needed to synthesize it. The reactants are: C[Si]([N-][Si](C)(C)C)(C)C.[Li+].[O:11]=[C:12]1[CH2:17][CH2:16][N:15]([C:18]([O:20][C:21]([CH3:24])([CH3:23])[CH3:22])=[O:19])[CH2:14][CH2:13]1.N1([C:30](=[O:38])[CH2:31][CH2:32][CH:33]2[CH2:37][CH2:36][CH2:35][O:34]2)C=CN=C1.C(O)(=O)C. (7) Given the product [CH3:1][O:2][C:3]1[CH:31]=[C:30]([O:32][CH3:33])[CH:29]=[CH:28][C:4]=1[CH2:5][N:6]1[C:7]2[N:8]=[CH:9][CH:10]=[CH:11][C:12]=2[CH2:13][N:14]([CH:15]2[CH2:20][CH2:19][N:18]([C:21]([O:23][C:24]([CH3:27])([CH3:26])[CH3:25])=[O:22])[CH2:17][CH2:16]2)[C:39]1=[O:40], predict the reactants needed to synthesize it. The reactants are: [CH3:1][O:2][C:3]1[CH:31]=[C:30]([O:32][CH3:33])[CH:29]=[CH:28][C:4]=1[CH2:5][NH:6][C:7]1[C:12]([CH2:13][NH:14][CH:15]2[CH2:20][CH2:19][N:18]([C:21]([O:23][C:24]([CH3:27])([CH3:26])[CH3:25])=[O:22])[CH2:17][CH2:16]2)=[CH:11][CH:10]=[CH:9][N:8]=1.C1N=CN([C:39](N2C=NC=C2)=[O:40])C=1. (8) Given the product [NH2:23][C:16]1/[C:21](=[N:1]/[C:2]2[C:3](=[O:15])[N:4]([C:9]3[CH:10]=[CH:11][CH:12]=[CH:13][CH:14]=3)[N:5]([CH3:8])[C:6]=2[CH3:7])/[CH:20]=[CH:19][C:18](=[NH:22])[CH:17]=1, predict the reactants needed to synthesize it. The reactants are: [NH2:1][C:2]1[C:3](=[O:15])[N:4]([C:9]2[CH:14]=[CH:13][CH:12]=[CH:11][CH:10]=2)[N:5]([CH3:8])[C:6]=1[CH3:7].[C:16]1([NH2:23])[CH:21]=[CH:20][CH:19]=[C:18]([NH2:22])[CH:17]=1.N.S(OOS([O-])(=O)=O)([O-])(=O)=O.[NH4+].[NH4+]. (9) Given the product [Br:1][C:2]1[CH:9]=[CH:8][C:7]([O:10][CH2:12][CH3:13])=[CH:6][C:3]=1[CH:4]=[O:5], predict the reactants needed to synthesize it. The reactants are: [Br:1][C:2]1[CH:9]=[CH:8][C:7]([OH:10])=[CH:6][C:3]=1[CH:4]=[O:5].I[CH2:12][CH3:13].C([O-])([O-])=O.[K+].[K+]. (10) Given the product [Cl:1][C:2]1[C:11]2[C:6](=[CH:7][C:8]([O:12][CH3:13])=[CH:9][CH:10]=2)[C:5]([C:14]2[CH:19]=[CH:18][CH:17]=[CH:16][C:15]=2[F:43])=[C:4]([C:20]#[N:21])[N:3]=1, predict the reactants needed to synthesize it. The reactants are: [Cl:1][C:2]1[C:11]2[C:6](=[CH:7][C:8]([O:12][CH3:13])=[CH:9][CH:10]=2)[C:5]([C:14]2[CH:19]=[CH:18][CH:17]=[CH:16][CH:15]=2)=[C:4]([C:20]#[N:21])[N:3]=1.COC1C=C2C(=CC=1)C(=O)NC(C#N)=C2C1C=CC=CC=1[F:43].